From a dataset of Forward reaction prediction with 1.9M reactions from USPTO patents (1976-2016). Predict the product of the given reaction. (1) The product is: [CH2:14]([N:9]1[CH:10]=[C:11]([CH3:12])[C@H:5]2[CH2:4][CH2:3][C@H:2]([CH3:1])[C@H:6]2[C:7]1=[O:8])[CH2:15][CH2:16][CH2:17][CH3:18]. Given the reactants [CH3:1][CH:2]1[CH:6]2[C:7]([NH:9][CH:10]=[C:11]([CH3:12])[CH:5]2[CH2:4][CH2:3]1)=[O:8].I[CH2:14][CH2:15][CH2:16][CH2:17][CH3:18], predict the reaction product. (2) Given the reactants [F:1][C:2]1[CH:7]=[CH:6][CH:5]=[CH:4][C:3]=1[C:8](=[O:10])[CH3:9].[N+:11]([O-])([OH:13])=[O:12].O, predict the reaction product. The product is: [F:1][C:2]1[CH:7]=[CH:6][C:5]([N+:11]([O-:13])=[O:12])=[CH:4][C:3]=1[C:8](=[O:10])[CH3:9]. (3) Given the reactants Br[C:2]1[CH:15]=[CH:14][C:13]2[N:12]([C:16]3[CH:21]=[CH:20][CH:19]=[CH:18][CH:17]=3)[C:11]3[C:6](=[CH:7][C:8](C4C=CC=CC=4)=[CH:9][CH:10]=3)C(C)(C)[C:4]=2[CH:3]=1.[C:30]1([N:36]([C:46]2[CH:51]=[CH:50][CH:49]=[CH:48][CH:47]=2)[C:37]2[CH:42]=[CH:41][C:40](B(O)O)=[CH:39][CH:38]=2)[CH:35]=[CH:34][CH:33]=[CH:32][CH:31]=1.[C:52]1(C)[CH:57]=[CH:56][CH:55]=[CH:54][CH:53]=1.[C:59](=O)([O-])[O-].[K+].[K+].[CH2:65](O)[CH3:66], predict the reaction product. The product is: [CH3:59][C:65]1([CH3:66])[C:38]2[CH:39]=[C:40]([C:19]3[CH:20]=[CH:21][C:16]([N:12]([C:13]4[CH:14]=[CH:15][CH:2]=[CH:3][CH:4]=4)[C:11]4[CH:10]=[CH:9][CH:8]=[CH:7][CH:6]=4)=[CH:17][CH:18]=3)[CH:41]=[CH:42][C:37]=2[N:36]([C:46]2[CH:51]=[CH:50][CH:49]=[CH:48][CH:47]=2)[C:30]2[C:35]1=[CH:34][C:33]([C:52]1[CH:53]=[CH:54][CH:55]=[CH:56][CH:57]=1)=[CH:32][CH:31]=2. (4) Given the reactants C(=[N:14][CH:15]([CH2:18][CH2:19][CH2:20][C:21]1[CH:26]=[CH:25][C:24]([O:27][CH2:28][C@@H:29]2[CH2:33][O:32][C:31]([CH3:35])([CH3:34])[O:30]2)=[CH:23][CH:22]=1)[C:16]#[N:17])(C1C=CC=CC=1)C1C=CC=CC=1.Cl.C(=O)([O-])O.[Na+], predict the reaction product. The product is: [NH2:14][CH:15]([CH2:18][CH2:19][CH2:20][C:21]1[CH:26]=[CH:25][C:24]([O:27][CH2:28][C@@H:29]2[CH2:33][O:32][C:31]([CH3:35])([CH3:34])[O:30]2)=[CH:23][CH:22]=1)[C:16]#[N:17]. (5) Given the reactants C([O:3][C:4]([CH:6]1[CH2:11][CH2:10][N:9]([CH2:12][C:13](=[O:40])[N:14]2[C:22]3[C:17](=[CH:18][C:19]([O:23][CH2:24][C:25]4[S:26][C:27]([C:36]([F:39])([F:38])[F:37])=[C:28]([C:30]5[CH:35]=[CH:34][CH:33]=[CH:32][CH:31]=5)[CH:29]=4)=[CH:20][CH:21]=3)[CH2:16][CH2:15]2)[CH2:8][CH2:7]1)=[O:5])C.O.Cl.CO.C(Cl)(Cl)Cl, predict the reaction product. The product is: [O:40]=[C:13]([N:14]1[C:22]2[C:17](=[CH:18][C:19]([O:23][CH2:24][C:25]3[S:26][C:27]([C:36]([F:39])([F:38])[F:37])=[C:28]([C:30]4[CH:31]=[CH:32][CH:33]=[CH:34][CH:35]=4)[CH:29]=3)=[CH:20][CH:21]=2)[CH2:16][CH2:15]1)[CH2:12][N:9]1[CH2:8][CH2:7][CH:6]([C:4]([OH:5])=[O:3])[CH2:11][CH2:10]1. (6) Given the reactants C([N:8]1[CH2:13][CH2:12][CH:11]([O:14][C:15](=[O:20])[C:16]([CH3:19])([CH3:18])[CH3:17])[CH:10]([CH3:21])[CH2:9]1)C1C=CC=CC=1.Cl, predict the reaction product. The product is: [CH3:21][CH:10]1[CH:11]([O:14][C:15](=[O:20])[C:16]([CH3:19])([CH3:18])[CH3:17])[CH2:12][CH2:13][NH:8][CH2:9]1.